Predict the reactants needed to synthesize the given product. From a dataset of Full USPTO retrosynthesis dataset with 1.9M reactions from patents (1976-2016). (1) Given the product [CH2:16]([O:18][C:19](=[O:27])[CH2:20][CH2:21][CH2:22][CH2:23][CH2:24][CH2:25][N:9]([C:7]1[S:6][N:5]=[C:4]([CH3:3])[N:8]=1)[C:10]1[CH:15]=[CH:14][CH:13]=[CH:12][N:11]=1)[CH3:17], predict the reactants needed to synthesize it. The reactants are: [H-].[Na+].[CH3:3][C:4]1[N:8]=[C:7]([NH:9][C:10]2[CH:15]=[CH:14][CH:13]=[CH:12][N:11]=2)[S:6][N:5]=1.[CH2:16]([O:18][C:19](=[O:27])[CH2:20][CH2:21][CH2:22][CH2:23][CH2:24][CH2:25]I)[CH3:17]. (2) Given the product [C:32]([NH:35][C:2]1[CH:7]=[C:6]([O:8][C:9]2[C:14]([F:15])=[CH:13][C:12]([NH:16][C:17]([C:19]3([C:22]([NH:24][C:25]4[CH:30]=[CH:29][CH:28]=[CH:27][CH:26]=4)=[O:23])[CH2:21][CH2:20]3)=[O:18])=[C:11]([F:31])[CH:10]=2)[CH:5]=[CH:4][N:3]=1)(=[O:34])[CH3:33], predict the reactants needed to synthesize it. The reactants are: Cl[C:2]1[CH:7]=[C:6]([O:8][C:9]2[C:14]([F:15])=[CH:13][C:12]([NH:16][C:17]([C:19]3([C:22]([NH:24][C:25]4[CH:30]=[CH:29][CH:28]=[CH:27][CH:26]=4)=[O:23])[CH2:21][CH2:20]3)=[O:18])=[C:11]([F:31])[CH:10]=2)[CH:5]=[CH:4][N:3]=1.[C:32]([NH2:35])(=[O:34])[CH3:33].C(=O)([O-])[O-].[Cs+].[Cs+].CC1(C)C2C(=C(P(C3C=CC=CC=3)C3C=CC=CC=3)C=CC=2)OC2C(P(C3C=CC=CC=3)C3C=CC=CC=3)=CC=CC1=2. (3) Given the product [NH2:12][C:10]1[N:11]2[CH:15]=[C:16]([CH3:17])[N:1]=[C:2]2[C:3]([C:4]([O:6][CH3:7])=[O:5])=[CH:8][C:9]=1[Cl:13], predict the reactants needed to synthesize it. The reactants are: [NH2:1][C:2]1[N:11]=[C:10]([NH2:12])[C:9]([Cl:13])=[CH:8][C:3]=1[C:4]([O:6][CH3:7])=[O:5].Br[CH2:15][C:16](=O)[CH3:17].[I-].[Na+].